This data is from Catalyst prediction with 721,799 reactions and 888 catalyst types from USPTO. The task is: Predict which catalyst facilitates the given reaction. (1) Reactant: Br[C:2]1[CH:7]=[CH:6][CH:5]=[C:4]([Br:8])[N:3]=1.[N:9]1[CH:14]=[CH:13][C:12](=[O:15])[CH2:11][CH:10]=1.C(=O)([O-])[O-].[K+].[K+].O. Product: [Br:8][C:4]1[N:3]=[C:2]([N:9]2[CH2:14][CH2:13][C:12](=[O:15])[CH2:11][CH2:10]2)[CH:7]=[CH:6][CH:5]=1. The catalyst class is: 16. (2) The catalyst class is: 4. Product: [CH2:22]([NH:24][C:25]([NH:1][CH2:2][CH:3]([NH:14][C:15](=[O:21])[O:16][C:17]([CH3:18])([CH3:20])[CH3:19])[C:4]1[CH:9]=[CH:8][CH:7]=[C:6]([C:10]([F:13])([F:12])[F:11])[CH:5]=1)=[O:26])[CH3:23]. Reactant: [NH2:1][CH2:2][CH:3]([NH:14][C:15](=[O:21])[O:16][C:17]([CH3:20])([CH3:19])[CH3:18])[C:4]1[CH:9]=[CH:8][CH:7]=[C:6]([C:10]([F:13])([F:12])[F:11])[CH:5]=1.[CH2:22]([N:24]=[C:25]=[O:26])[CH3:23]. (3) Reactant: Cl.Cl.[CH2:3]([C:7]1[N:12]=[N:11][C:10]([O:13][CH2:14][CH:15]2[O:20][CH2:19][CH2:18][NH:17][CH2:16]2)=[CH:9][C:8]=1[C:21]1[CH:26]=[CH:25][C:24]([O:27][CH:28]2[CH2:33][CH2:32][CH2:31][CH2:30][CH2:29]2)=[CH:23][CH:22]=1)[CH2:4][CH2:5][CH3:6].C=O.[C:36](O[BH-](OC(=O)C)OC(=O)C)(=O)C. Product: [CH2:3]([C:7]1[N:12]=[N:11][C:10]([O:13][CH2:14][CH:15]2[O:20][CH2:19][CH2:18][N:17]([CH3:36])[CH2:16]2)=[CH:9][C:8]=1[C:21]1[CH:22]=[CH:23][C:24]([O:27][CH:28]2[CH2:33][CH2:32][CH2:31][CH2:30][CH2:29]2)=[CH:25][CH:26]=1)[CH2:4][CH2:5][CH3:6]. The catalyst class is: 2. (4) Reactant: [N:1]1([C:7]2[N:15]=[C:14]([C:16]3[CH:17]=[C:18]([CH2:22][OH:23])[CH:19]=[CH:20][CH:21]=3)[N:13]=[C:12]3[C:8]=2[N:9]=[CH:10][N:11]3[CH:24]2[CH2:29][CH2:28][NH:27][CH2:26][CH2:25]2)[CH2:6][CH2:5][O:4][CH2:3][CH2:2]1.[BH3-]C#N.[Na+].[F:34][C:35]1[CH:42]=[CH:41][C:38]([CH:39]=O)=[CH:37][CH:36]=1. Product: [F:34][C:35]1[CH:42]=[CH:41][C:38]([CH2:39][N:27]2[CH2:28][CH2:29][CH:24]([N:11]3[CH:10]=[N:9][C:8]4[C:12]3=[N:13][C:14]([C:16]3[CH:17]=[C:18]([CH2:22][OH:23])[CH:19]=[CH:20][CH:21]=3)=[N:15][C:7]=4[N:1]3[CH2:6][CH2:5][O:4][CH2:3][CH2:2]3)[CH2:25][CH2:26]2)=[CH:37][CH:36]=1. The catalyst class is: 466. (5) Reactant: Cl[C:2]1[C:3]2[N:10]([CH2:11][C:12]([F:15])([F:14])[F:13])[CH:9]=[CH:8][C:4]=2[N:5]=[CH:6][N:7]=1.[Cl:16][C:17]1[CH:18]=[C:19]([CH:21]=[CH:22][C:23]=1[O:24][C:25]1[CH:33]=[CH:32][CH:31]=[C:30]2[C:26]=1[CH:27]=[CH:28][NH:29]2)[NH2:20].C(=O)([O-])O.[Na+]. Product: [Cl:16][C:17]1[CH:18]=[C:19]([NH:20][C:2]2[C:3]3[N:10]([CH2:11][C:12]([F:15])([F:14])[F:13])[CH:9]=[CH:8][C:4]=3[N:5]=[CH:6][N:7]=2)[CH:21]=[CH:22][C:23]=1[O:24][C:25]1[CH:33]=[CH:32][CH:31]=[C:30]2[C:26]=1[CH:27]=[CH:28][NH:29]2. The catalyst class is: 32. (6) Product: [ClH:24].[ClH:24].[CH2:1]([N:8]1[CH2:13][CH2:12][CH:11]([NH:14][C:15]2[CH:16]=[C:17]3[C:21](=[CH:22][CH:23]=2)[NH:20][N:19]=[CH:18]3)[CH2:10][CH2:9]1)[C:2]1[CH:7]=[CH:6][CH:5]=[CH:4][CH:3]=1. The catalyst class is: 7. Reactant: [CH2:1]([N:8]1[CH2:13][CH2:12][CH:11]([NH:14][C:15]2[CH:16]=[C:17]3[C:21](=[CH:22][CH:23]=2)[NH:20][N:19]=[CH:18]3)[CH2:10][CH2:9]1)[C:2]1[CH:7]=[CH:6][CH:5]=[CH:4][CH:3]=1.[ClH:24].CCOCC.Cl.C(OCC)(=O)C. (7) Reactant: [NH2:1][C:2]1[N:3]=[CH:4][C:5]2[S:10][C:9](=[O:11])[N:8]([CH:12]3[O:20][CH:19]4[CH:14]([O:15][Si](C(C)(C)C)(C(C)(C)C)[O:17][CH2:18]4)[CH:13]3[O:29][C:30](=[O:32])[CH3:31])[C:6]=2[N:7]=1.N1C=CC=CC=1. Product: [NH2:1][C:2]1[N:3]=[CH:4][C:5]2[S:10][C:9](=[O:11])[N:8]([CH:12]3[CH:13]([O:29][C:30](=[O:32])[CH3:31])[CH:14]([OH:15])[CH:19]([CH2:18][OH:17])[O:20]3)[C:6]=2[N:7]=1. The catalyst class is: 5.